This data is from Forward reaction prediction with 1.9M reactions from USPTO patents (1976-2016). The task is: Predict the product of the given reaction. (1) Given the reactants [Cl:1][C:2]1[C:10]([C:11]([O:13][CH3:14])=[O:12])=[CH:9][CH:8]=[C:7]2[C:3]=1[CH:4]=[CH:5][NH:6]2.C1C(=O)N([Cl:22])C(=O)C1, predict the reaction product. The product is: [Cl:22][C:4]1[C:3]2[C:7](=[CH:8][CH:9]=[C:10]([C:11]([O:13][CH3:14])=[O:12])[C:2]=2[Cl:1])[NH:6][CH:5]=1. (2) Given the reactants [Cl-].[CH3:2][P+](C1C=CC=CC=1)(C1C=CC=CC=1)C1C=CC=CC=1.C([Li])CCC.[CH3:27][O:28][C:29]1[CH:38]=[C:37]2[C:32]([C:33]([C:39]([C:41]3[CH:46]=[CH:45][C:44]([N+:47]([O-:49])=[O:48])=[CH:43][CH:42]=3)=O)=[CH:34][CH:35]=[N:36]2)=[CH:31][CH:30]=1, predict the reaction product. The product is: [CH3:27][O:28][C:29]1[CH:38]=[C:37]2[C:32]([C:33]([C:39]([C:41]3[CH:46]=[CH:45][C:44]([N+:47]([O-:49])=[O:48])=[CH:43][CH:42]=3)=[CH2:2])=[CH:34][CH:35]=[N:36]2)=[CH:31][CH:30]=1.